Task: Predict the reactants needed to synthesize the given product.. Dataset: Full USPTO retrosynthesis dataset with 1.9M reactions from patents (1976-2016) (1) Given the product [NH:28]1[C:29]2[CH:35]=[CH:34][CH:33]=[CH:32][C:30]=2[N:31]=[C:27]1[NH:1][CH2:2][C:3]1[CH:4]=[C:5]([NH:9][C:10]2[C:19]3[C:14](=[C:15]([C:20]4[CH:25]=[CH:24][CH:23]=[CH:22][CH:21]=4)[CH:16]=[CH:17][CH:18]=3)[CH:13]=[CH:12][N:11]=2)[CH:6]=[CH:7][CH:8]=1, predict the reactants needed to synthesize it. The reactants are: [NH2:1][CH2:2][C:3]1[CH:4]=[C:5]([NH:9][C:10]2[C:19]3[C:14](=[C:15]([C:20]4[CH:25]=[CH:24][CH:23]=[CH:22][CH:21]=4)[CH:16]=[CH:17][CH:18]=3)[CH:13]=[CH:12][N:11]=2)[CH:6]=[CH:7][CH:8]=1.Cl[C:27]1[NH:31][C:30]2[CH:32]=[CH:33][CH:34]=[CH:35][C:29]=2[N:28]=1.C(N(CC)C(C)C)(C)C.C(=O)([O-])[O-].[K+].[K+]. (2) Given the product [N:1]1([S:11]([C:14]2[CH:15]=[C:16]([N:20]3[C:25](=[O:26])[C:24]4=[C:27]([C:30]#[N:32])[S:28][CH:29]=[C:23]4[NH:22][C:21]3=[O:33])[CH:17]=[CH:18][CH:19]=2)(=[O:12])=[O:13])[C:10]2[C:5](=[CH:6][CH:7]=[CH:8][CH:9]=2)[CH2:4][CH2:3][CH2:2]1, predict the reactants needed to synthesize it. The reactants are: [N:1]1([S:11]([C:14]2[CH:15]=[C:16]([N:20]3[C:25](=[O:26])[C:24]4=[C:27]([C:30]([NH2:32])=O)[S:28][CH:29]=[C:23]4[NH:22][C:21]3=[O:33])[CH:17]=[CH:18][CH:19]=2)(=[O:13])=[O:12])[C:10]2[C:5](=[CH:6][CH:7]=[CH:8][CH:9]=2)[CH2:4][CH2:3][CH2:2]1.S(Cl)(Cl)=O. (3) Given the product [CH3:29][C:24]1([CH3:28])[CH2:23][C:22]2([CH2:30][CH2:31][CH2:32][N:20]([CH:17]3[CH2:18][CH2:19][N:14]([C:12]([C:3]4[CH:4]=[C:5]([CH:10]=[CH:11][C:2]=4[NH:1][C:36]([NH:35][CH2:33][CH3:34])=[O:37])[C:6]([O:8][CH3:9])=[O:7])=[O:13])[CH2:15][CH2:16]3)[CH2:21]2)[C:26](=[O:27])[O:25]1, predict the reactants needed to synthesize it. The reactants are: [NH2:1][C:2]1[CH:11]=[CH:10][C:5]([C:6]([O:8][CH3:9])=[O:7])=[CH:4][C:3]=1[C:12]([N:14]1[CH2:19][CH2:18][CH:17]([N:20]2[CH2:32][CH2:31][CH2:30][C:22]3([C:26](=[O:27])[O:25][C:24]([CH3:29])([CH3:28])[CH2:23]3)[CH2:21]2)[CH2:16][CH2:15]1)=[O:13].[CH2:33]([N:35]=[C:36]=[O:37])[CH3:34].C(OC(C)C)(C)C. (4) Given the product [O:14]1[CH2:15][CH:12]([NH:11][S:8]([C:5]2[CH:6]=[CH:7][C:2]([B:19]3[O:20][C:21]([CH3:23])([CH3:22])[C:17]([CH3:33])([CH3:16])[O:18]3)=[CH:3][CH:4]=2)(=[O:10])=[O:9])[CH2:13]1, predict the reactants needed to synthesize it. The reactants are: Br[C:2]1[CH:7]=[CH:6][C:5]([S:8]([NH:11][CH:12]2[CH2:15][O:14][CH2:13]2)(=[O:10])=[O:9])=[CH:4][CH:3]=1.[CH3:16][C:17]1([CH3:33])[C:21]([CH3:23])([CH3:22])[O:20][B:19]([B:19]2[O:20][C:21]([CH3:23])([CH3:22])[C:17]([CH3:33])([CH3:16])[O:18]2)[O:18]1.C([O-])(=O)C.[K+]. (5) Given the product [Cl:1][C:2]1[CH:7]=[C:6]([Cl:8])[N:5]=[C:4]([I:11])[N:3]=1, predict the reactants needed to synthesize it. The reactants are: [Cl:1][C:2]1[CH:7]=[C:6]([Cl:8])[N:5]=[C:4](N)[N:3]=1.C(I)[I:11]. (6) Given the product [CH3:26][N:24]([CH3:25])[CH2:23][CH2:22][CH2:21][N:12]1[C:13]2[C:18](=[CH:17][C:16]([O:19][CH3:20])=[CH:15][CH:14]=2)[C:10](/[CH:9]=[C:7]2\[O:8][C:4]3[CH:3]=[C:2]([CH2:31][OH:30])[CH:29]=[CH:28][C:5]=3[C:6]\2=[O:27])=[CH:11]1, predict the reactants needed to synthesize it. The reactants are: Br[C:2]1[CH:29]=[CH:28][C:5]2[C:6](=[O:27])/[C:7](=[CH:9]/[C:10]3[C:18]4[C:13](=[CH:14][CH:15]=[C:16]([O:19][CH3:20])[CH:17]=4)[N:12]([CH2:21][CH2:22][CH2:23][N:24]([CH3:26])[CH3:25])[CH:11]=3)/[O:8][C:4]=2[CH:3]=1.[OH:30][CH2:31][Sn](CCCC)(CCCC)CCCC.O1CCOCC1. (7) Given the product [O:39]=[C:32]([NH:33][C:34]1[NH:38][N:37]=[CH:36][CH:35]=1)[C:31]([C@@H:40]([NH:45][C:1](=[O:29])[O:2][C@H:3]([CH2:8][O:9][C:10]1[CH:11]=[CH:12][C:13]([C:16]([NH2:18])=[O:17])=[CH:14][CH:15]=1)[C:4]([CH3:5])([CH3:6])[CH3:7])[CH2:41][CH2:42][CH2:43][CH3:44])=[O:30], predict the reactants needed to synthesize it. The reactants are: [C:1](=[O:29])(OC1C=CC([N+]([O-])=O)=CC=1)[O:2][C@H:3]([CH2:8][O:9][C:10]1[CH:15]=[CH:14][C:13]([C:16]([NH2:18])=[O:17])=[CH:12][CH:11]=1)[C:4]([CH3:7])([CH3:6])[CH3:5].[OH:30][CH:31]([C@@H:40]([NH:45]C(=O)OC(C)(C)C)[CH2:41][CH2:42][CH2:43][CH3:44])[C:32](=[O:39])[NH:33][C:34]1[NH:38][N:37]=[CH:36][CH:35]=1.CC(OI1(OC(C)=O)(OC(C)=O)OC(=O)C2C=CC=CC1=2)=O.